The task is: Predict the product of the given reaction.. This data is from Forward reaction prediction with 1.9M reactions from USPTO patents (1976-2016). (1) Given the reactants [CH2:1]([N:8]1[C:16]2[C:11](=[N:12][C:13]([Cl:17])=[CH:14][CH:15]=2)[CH:10]=[C:9]1Br)[C:2]1[CH:7]=[CH:6][CH:5]=[CH:4][CH:3]=1.C([Sn](CCCC)(CCCC)[C:24]1[N:25]=[CH:26][N:27]([C:29]([C:42]2[CH:47]=[CH:46][CH:45]=[CH:44][CH:43]=2)([C:36]2[CH:41]=[CH:40][CH:39]=[CH:38][CH:37]=2)[C:30]2[CH:35]=[CH:34][CH:33]=[CH:32][CH:31]=2)[CH:28]=1)CCC, predict the reaction product. The product is: [CH2:1]([N:8]1[C:16]2[C:11](=[N:12][C:13]([Cl:17])=[CH:14][CH:15]=2)[CH:10]=[C:9]1[C:24]1[N:25]=[CH:26][N:27]([C:29]([C:30]2[CH:35]=[CH:34][CH:33]=[CH:32][CH:31]=2)([C:42]2[CH:43]=[CH:44][CH:45]=[CH:46][CH:47]=2)[C:36]2[CH:37]=[CH:38][CH:39]=[CH:40][CH:41]=2)[CH:28]=1)[C:2]1[CH:7]=[CH:6][CH:5]=[CH:4][CH:3]=1. (2) Given the reactants Br[C:2]1[CH:7]=[CH:6][C:5]([OH:8])=[C:4]([F:9])[CH:3]=1.[NH:10]1[CH:14]=[CH:13][N:12]=[CH:11]1.P([O-])([O-])([O-])=O.[K+].[K+].[K+].CNCCNC.Cl, predict the reaction product. The product is: [F:9][C:4]1[CH:3]=[C:2]([N:10]2[CH:14]=[CH:13][N:12]=[CH:11]2)[CH:7]=[CH:6][C:5]=1[OH:8]. (3) Given the reactants [Cl:1][C:2]1[CH:3]=[CH:4][C:5]2[N:6]([C:8]([C:11]([C:14]3[CH:15]=[C:16]4[C:21](=[CH:22][CH:23]=3)[N:20]=[CH:19][CH:18]=[CH:17]4)(O)[CH3:12])=[CH:9][N:10]=2)[N:7]=1.S(=O)(=O)(O)O.[OH-].[Na+], predict the reaction product. The product is: [Cl:1][C:2]1[CH:3]=[CH:4][C:5]2[N:6]([C:8]([C:11]([C:14]3[CH:15]=[C:16]4[C:21](=[CH:22][CH:23]=3)[N:20]=[CH:19][CH:18]=[CH:17]4)=[CH2:12])=[CH:9][N:10]=2)[N:7]=1. (4) Given the reactants [NH2:1][C:2]1[C:3]([NH:10][CH2:11][CH2:12][OH:13])=[C:4]([CH:7]=[CH:8][CH:9]=1)[C:5]#[N:6].Cl.[CH:15](O)=O, predict the reaction product. The product is: [OH:13][CH2:12][CH2:11][N:10]1[C:3]2[C:4]([C:5]#[N:6])=[CH:7][CH:8]=[CH:9][C:2]=2[N:1]=[CH:15]1. (5) Given the reactants [C:1]1([C:11]2[CH:16]=[CH:15][CH:14]=[CH:13][CH:12]=2)[CH:6]=[CH:5][C:4]([CH2:7][C:8]([OH:10])=O)=[CH:3][CH:2]=1.C(N(C(C)C)CC)(C)C.F[P-](F)(F)(F)(F)F.N1C2C=CC=C(O[P+](N3CCCC3)(N3CCCC3)N3CCCC3)C=2N=N1.C1CN([P+](ON2N=NC3C=CC=CC2=3)(N2CCCC2)N2CCCC2)CC1.F[P-](F)(F)(F)(F)F.Cl.[CH2:93]([O:100][C:101]1[CH:102]=[C:103]([CH:106]=[CH:107][CH:108]=1)[CH2:104][NH2:105])[C:94]1[CH:99]=[CH:98][CH:97]=[CH:96][CH:95]=1.Cl, predict the reaction product. The product is: [CH2:93]([O:100][C:101]1[CH:102]=[C:103]([CH:106]=[CH:107][CH:108]=1)[CH2:104][NH:105][C:8](=[O:10])[CH2:7][C:4]1[CH:3]=[CH:2][C:1]([C:11]2[CH:16]=[CH:15][CH:14]=[CH:13][CH:12]=2)=[CH:6][CH:5]=1)[C:94]1[CH:95]=[CH:96][CH:97]=[CH:98][CH:99]=1.